Dataset: Forward reaction prediction with 1.9M reactions from USPTO patents (1976-2016). Task: Predict the product of the given reaction. (1) Given the reactants C([Li])CCC.CN(C)CCN(C)C.[F:14][C:15]1[CH:16]=[N:17][CH:18]=[C:19]([F:21])[CH:20]=1.[I:22]I, predict the reaction product. The product is: [F:14][C:15]1[CH:16]=[N:17][CH:18]=[C:19]([F:21])[C:20]=1[I:22]. (2) Given the reactants [Cl-].O[NH3+:3].[C:4](=[O:7])([O-])[OH:5].[Na+].CS(C)=O.[F:13][CH2:14][C:15]([OH:54])([CH3:53])[CH2:16][O:17][C@H:18]1[CH2:23][CH2:22][C@H:21]([N:24]2[C:29](=[O:30])[C:28]([CH2:31][C:32]3[CH:37]=[CH:36][C:35]([C:38]4[C:39]([C:44]#[N:45])=[CH:40][CH:41]=[CH:42][CH:43]=4)=[CH:34][CH:33]=3)=[C:27]([CH2:46][CH2:47][CH3:48])[N:26]3[N:49]=[C:50]([CH3:52])[N:51]=[C:25]23)[CH2:20][CH2:19]1, predict the reaction product. The product is: [F:13][CH2:14][C:15]([OH:54])([CH3:53])[CH2:16][O:17][C@H:18]1[CH2:23][CH2:22][C@H:21]([N:24]2[C:29](=[O:30])[C:28]([CH2:31][C:32]3[CH:37]=[CH:36][C:35]([C:38]4[CH:43]=[CH:42][CH:41]=[CH:40][C:39]=4[C:44]4[NH:3][C:4](=[O:7])[O:5][N:45]=4)=[CH:34][CH:33]=3)=[C:27]([CH2:46][CH2:47][CH3:48])[N:26]3[N:49]=[C:50]([CH3:52])[N:51]=[C:25]23)[CH2:20][CH2:19]1. (3) Given the reactants [C:1]1([CH3:7])[CH:6]=[CH:5][CH:4]=[CH:3][CH:2]=1.[C:8]1([C:24]2[CH:36]=[C:35]3[C:27]([C:28]4[CH:29]=[CH:30][C:31](B(O)O)=[CH:32][C:33]=4[C:34]3([CH2:45][CH2:46][CH2:47][CH2:48][CH2:49][CH2:50][CH2:51][CH3:52])[CH2:37][CH2:38][CH2:39][CH2:40][CH2:41][CH2:42][CH2:43][CH3:44])=[CH:26][CH:25]=2)[C:21]2[C:22]3=[C:23]4[C:18](=[CH:19][CH:20]=2)[CH:17]=[CH:16][CH:15]=[C:14]4[CH:13]=[CH:12][C:11]3=[CH:10][CH:9]=1.C([O-])([O-])=O.[Na+].[Na+], predict the reaction product. The product is: [CH:5]1[C:6]2[C:1](=[C:7]([C:31]3[CH:32]=[C:33]4[C:28]([C:27]5[CH:26]=[CH:25][C:24]([C:8]6[C:21]7[C:22]8=[C:23]9[C:18](=[CH:19][CH:20]=7)[CH:17]=[CH:16][CH:15]=[C:14]9[CH:13]=[CH:12][C:11]8=[CH:10][CH:9]=6)=[CH:36][C:35]=5[C:34]4([CH2:37][CH2:38][CH2:39][CH2:40][CH2:41][CH2:42][CH2:43][CH3:44])[CH2:45][CH2:46][CH2:47][CH2:48][CH2:49][CH2:50][CH2:51][CH3:52])=[CH:29][CH:30]=3)[C:6]3[C:1]([C:7]=2[C:2]2[C:1]4[C:6]([CH:5]=[C:4]5[C:3]=2[CH:3]=[CH:2][CH:1]=[CH:7]5)=[CH:6][CH:5]=[CH:4][CH:7]=4)=[CH:2][CH:3]=[CH:4][CH:5]=3)[CH:2]=[CH:3][CH:4]=1. (4) The product is: [OH:8][CH2:9][CH2:10][C@@:11]1([C:24]([N:26]2[CH2:35][CH2:34][C:33]3[N:32]=[CH:31][C:30]([C:36]([F:39])([F:38])[F:37])=[CH:29][C:28]=3[CH2:27]2)=[O:25])[CH2:15][C@H:14]([NH:16][C:17](=[O:23])[O:18][C:19]([CH3:22])([CH3:21])[CH3:20])[CH:13]=[CH:12]1. Given the reactants [Si]([O:8][CH2:9][CH2:10][C@@:11]1([C:24]([N:26]2[CH2:35][CH2:34][C:33]3[N:32]=[CH:31][C:30]([C:36]([F:39])([F:38])[F:37])=[CH:29][C:28]=3[CH2:27]2)=[O:25])[CH2:15][C@H:14]([NH:16][C:17](=[O:23])[O:18][C:19]([CH3:22])([CH3:21])[CH3:20])[CH:13]=[CH:12]1)(C(C)(C)C)(C)C.CCCC[N+](CCCC)(CCCC)CCCC.[F-].O, predict the reaction product. (5) Given the reactants [ClH:1].[CH3:2][C:3]1[CH:49]=[CH:48][C:6]([C:7]([N:9]2[CH2:14][CH2:13][CH:12]([CH2:15][CH:16]([N:45]([CH3:47])[CH3:46])[CH2:17][CH:18]3[CH2:23][CH2:22][N:21]([C:24](=[O:44])[C:25]4[CH:30]=[CH:29][C:28]([CH3:31])=[C:27]([C:32]5[CH:37]=[C:36]([O:38][CH3:39])[C:35]([O:40][CH3:41])=[C:34]([O:42][CH3:43])[CH:33]=5)[CH:26]=4)[CH2:20][CH2:19]3)[CH2:11][CH2:10]2)=[O:8])=[CH:5][C:4]=1[C:50]1[CH:55]=[C:54]([O:56][CH3:57])[C:53]([O:58][CH3:59])=[C:52]([O:60][CH3:61])[CH:51]=1, predict the reaction product. The product is: [ClH:1].[CH3:31][C:28]1[CH:29]=[CH:30][C:25]([C:24]([N:21]2[CH2:22][CH2:23][CH:18]([CH2:17][CH:16]([N:45]([CH3:47])[CH3:46])[CH2:15][CH:12]3[CH2:13][CH2:14][N:9]([C:7](=[O:8])[C:6]4[CH:48]=[CH:49][C:3]([CH3:2])=[C:4]([C:50]5[CH:55]=[C:54]([O:56][CH3:57])[C:53]([O:58][CH3:59])=[C:52]([O:60][CH3:61])[CH:51]=5)[CH:5]=4)[CH2:10][CH2:11]3)[CH2:19][CH2:20]2)=[O:44])=[CH:26][C:27]=1[C:32]1[CH:37]=[C:36]([O:38][CH3:39])[C:35]([O:40][CH3:41])=[C:34]([O:42][CH3:43])[CH:33]=1. (6) Given the reactants Cl[C:2]1[C:11]2[C:6](=[CH:7][C:8]([O:12][CH3:13])=[CH:9][CH:10]=2)[CH:5]=[C:4]([NH:14][C:15]2[CH:19]=[C:18]([CH3:20])[NH:17][N:16]=2)[N:3]=1.[Cl:21][C:22]1[CH:23]=[C:24](B(O)O)[CH:25]=[CH:26][CH:27]=1, predict the reaction product. The product is: [Cl:21][C:22]1[CH:27]=[C:26]([C:2]2[C:11]3[C:6](=[CH:7][C:8]([O:12][CH3:13])=[CH:9][CH:10]=3)[CH:5]=[C:4]([NH:14][C:15]3[CH:19]=[C:18]([CH3:20])[NH:17][N:16]=3)[N:3]=2)[CH:25]=[CH:24][CH:23]=1. (7) Given the reactants [Cl:1][C:2]1[CH:3]=[C:4]([NH:9][CH2:10][C:11]([N:13]2[CH2:18][CH2:17][CH:16]3[CH2:19][CH2:20][N:21]([C:22]4[C:23]5[CH:30]=[CH:29][NH:28][C:24]=5[N:25]=[CH:26][N:27]=4)[CH:15]3[CH2:14]2)=[O:12])[CH:5]=[C:6]([Cl:8])[CH:7]=1.[CH:31](=O)CC, predict the reaction product. The product is: [N:25]1[C:24]2[NH:28][CH:29]=[CH:30][C:23]=2[C:22]([N:21]2[CH:15]3[CH2:14][N:13]([C:11](=[O:12])[C@H:10]([NH:9][C:4]4[CH:3]=[C:2]([Cl:1])[CH:7]=[C:6]([Cl:8])[CH:5]=4)[CH3:31])[CH2:18][CH2:17][CH:16]3[CH2:19][CH2:20]2)=[N:27][CH:26]=1.